From a dataset of TCR-epitope binding with 47,182 pairs between 192 epitopes and 23,139 TCRs. Binary Classification. Given a T-cell receptor sequence (or CDR3 region) and an epitope sequence, predict whether binding occurs between them. (1) The epitope is IVTDFSVIK. The TCR CDR3 sequence is CASSLELGLAEAFF. Result: 1 (the TCR binds to the epitope). (2) The epitope is QIKVRVKMV. The TCR CDR3 sequence is CASSTSGTSGGLSTDTQYF. Result: 0 (the TCR does not bind to the epitope). (3) The epitope is HTTDPSFLGRY. The TCR CDR3 sequence is CASSSGYSNQPQHF. Result: 1 (the TCR binds to the epitope). (4) The TCR CDR3 sequence is CASSGGTSGAYEQYF. Result: 1 (the TCR binds to the epitope). The epitope is LLWNGPMAV. (5) The epitope is SLYNTVATL. The TCR CDR3 sequence is CASSLIGHSNQPQHF. Result: 1 (the TCR binds to the epitope). (6) The epitope is TPRVTGGGAM. The TCR CDR3 sequence is CASSSHERQGQNSPLHF. Result: 1 (the TCR binds to the epitope). (7) The epitope is MMISAGFSL. The TCR CDR3 sequence is CSANSRTGLGYTF. Result: 0 (the TCR does not bind to the epitope).